From a dataset of Reaction yield outcomes from USPTO patents with 853,638 reactions. Predict the reaction yield, written as a fraction of the theoretical maximum amount of product (1.0 means a 100% yield; for example, 0.34 means a 34% yield). (1) The reactants are Cl.[F:2][C:3]([F:24])([F:23])[C:4]1[CH:22]=[CH:21][CH:20]=[CH:19][C:5]=1[CH:6]([O:14][CH:15]1[CH2:18][NH:17][CH2:16]1)[C:7]1[CH:12]=[CH:11][C:10]([F:13])=[CH:9][CH:8]=1.C(=O)([O-])[O-].[CH:29]1([N:35]=[C:36]=[O:37])[CH2:34][CH2:33][CH2:32][CH2:31][CH2:30]1. The catalyst is C(Cl)Cl. The product is [F:24][C:3]([F:2])([F:23])[C:4]1[CH:22]=[CH:21][CH:20]=[CH:19][C:5]=1[CH:6]([O:14][CH:15]1[CH2:18][N:17]([C:36]([NH:35][CH:29]2[CH2:34][CH2:33][CH2:32][CH2:31][CH2:30]2)=[O:37])[CH2:16]1)[C:7]1[CH:12]=[CH:11][C:10]([F:13])=[CH:9][CH:8]=1. The yield is 0.780. (2) The reactants are Cl[CH2:2][CH2:3][CH2:4][O:5][C:6]1[CH:11]=[CH:10][C:9]([C:12]2[S:13][C:14]3[CH2:20][CH2:19][NH:18][CH2:17][CH2:16][C:15]=3[N:21]=2)=[CH:8][CH:7]=1.[CH3:22][CH:23]1[CH2:27][CH2:26][CH2:25][NH:24]1.C(OCC)(=O)C. The catalyst is C(#N)C. The product is [CH3:22][CH:23]1[CH2:27][CH2:26][CH2:25][N:24]1[CH2:2][CH2:3][CH2:4][O:5][C:6]1[CH:11]=[CH:10][C:9]([C:12]2[S:13][C:14]3[CH2:20][CH2:19][NH:18][CH2:17][CH2:16][C:15]=3[N:21]=2)=[CH:8][CH:7]=1. The yield is 0.160. (3) The reactants are Br[C:2]1[CH:3]=[N:4][CH:5]=[C:6]2[C:11]=1[N:10]=[C:9]([C:12]([NH2:14])=[O:13])[CH:8]=[CH:7]2.[O:15]1[CH2:20][CH2:19][N:18]([C:21]2[CH:26]=[CH:25][C:24](B(O)O)=[CH:23][CH:22]=2)[CH2:17][CH2:16]1.C(=O)([O-])[O-].[Cs+].[Cs+]. The catalyst is O1CCOCC1.O.C1(P([C-]2C=CC=C2)C2C=CC=CC=2)C=CC=CC=1.[C-]1(P(C2C=CC=CC=2)C2C=CC=CC=2)C=CC=C1.[Fe+2].[Pd](Cl)Cl. The product is [O:15]1[CH2:20][CH2:19][N:18]([C:21]2[CH:26]=[CH:25][C:24]([C:2]3[CH:3]=[N:4][CH:5]=[C:6]4[C:11]=3[N:10]=[C:9]([C:12]([NH2:14])=[O:13])[CH:8]=[CH:7]4)=[CH:23][CH:22]=2)[CH2:17][CH2:16]1. The yield is 0.740. (4) The reactants are Cl[C:2]1[O:3][C:4]([C:7]2[CH:8]=[C:9]3[C:14](=[CH:15][CH:16]=2)[CH:13]=[N:12][CH:11]=[CH:10]3)=[CH:5][N:6]=1.[NH2:17][C:18]1[CH:19]=[C:20]([NH:24][S:25]([CH3:28])(=[O:27])=[O:26])[CH:21]=[CH:22][CH:23]=1. The catalyst is CC(O)C. The product is [CH:13]1[C:14]2[C:9](=[CH:8][C:7]([C:4]3[O:3][C:2]([NH:17][C:18]4[CH:19]=[C:20]([NH:24][S:25]([CH3:28])(=[O:27])=[O:26])[CH:21]=[CH:22][CH:23]=4)=[N:6][CH:5]=3)=[CH:16][CH:15]=2)[CH:10]=[CH:11][N:12]=1. The yield is 0.380. (5) The reactants are [N:1]([C:4]1[CH:5]=[C:6]([CH:10]=[CH:11][C:12]=1[CH3:13])[C:7]([OH:9])=O)=[N+:2]=[N-:3].C(Cl)(=O)C(Cl)=O.[NH2:20][C:21]1[C:22]([O:36][CH3:37])=[C:23]([NH:31][S:32]([CH3:35])(=[O:34])=[O:33])[CH:24]=[C:25]([C:27]([CH3:30])([CH3:29])[CH3:28])[CH:26]=1.CCN(C(C)C)C(C)C. The catalyst is C(Cl)Cl.C1COCC1.CN(C=O)C. The product is [N:1]([C:4]1[CH:5]=[C:6]([CH:10]=[CH:11][C:12]=1[CH3:13])[C:7]([NH:20][C:21]1[CH:26]=[C:25]([C:27]([CH3:29])([CH3:30])[CH3:28])[CH:24]=[C:23]([NH:31][S:32]([CH3:35])(=[O:34])=[O:33])[C:22]=1[O:36][CH3:37])=[O:9])=[N+:2]=[N-:3]. The yield is 0.930. (6) The reactants are [CH3:1][C:2]1[CH:3]=[C:4]([C:17]2[N:21]([CH:22]3[CH2:27][CH2:26][CH2:25][CH2:24][O:23]3)[CH:20]=[N:19][N:18]=2)[CH:5]=[CH:6][C:7]=1B1OC(C)(C)C(C)(C)O1.FC(F)(F)C(O)=O.Br[C:36]1[N:41]=[C:40]2[NH:42][C:43](=[O:46])[CH2:44][NH:45][C:39]2=[N:38][CH:37]=1.ClCCl.C(=O)([O-])[O-].[Na+].[Na+]. The catalyst is C1C=CC(P(C2C=CC=CC=2)[C-]2C=CC=C2)=CC=1.C1C=CC(P(C2C=CC=CC=2)[C-]2C=CC=C2)=CC=1.Cl[Pd]Cl.[Fe+2].C(O)(C)C.O1CCOCC1. The product is [CH3:1][C:2]1[CH:3]=[C:4]([C:17]2[N:21]([CH:22]3[CH2:27][CH2:26][CH2:25][CH2:24][O:23]3)[CH:20]=[N:19][N:18]=2)[CH:5]=[CH:6][C:7]=1[C:36]1[N:41]=[C:40]2[NH:42][C:43](=[O:46])[CH2:44][NH:45][C:39]2=[N:38][CH:37]=1. The yield is 0.150.